This data is from Reaction yield outcomes from USPTO patents with 853,638 reactions. The task is: Predict the reaction yield, written as a fraction of the theoretical maximum amount of product (1.0 means a 100% yield; for example, 0.34 means a 34% yield). (1) The reactants are [CH2:1]([N:8]1[CH2:12][CH:11]([CH3:13])[CH:10]([C:14]2[NH:19][C:18](=[O:20])[C:17]3=[CH:21][N:22]=[C:23](I)[N:16]3[N:15]=2)[CH2:9]1)[C:2]1[CH:7]=[CH:6][CH:5]=[CH:4][CH:3]=1.[F:25][C:26]1[CH:31]=[CH:30][C:29](B(O)O)=[CH:28][CH:27]=1.C([O-])([O-])=O.[K+].[K+]. The catalyst is C1(C)C=CC=CC=1.C1C=CC([P]([Pd]([P](C2C=CC=CC=2)(C2C=CC=CC=2)C2C=CC=CC=2)([P](C2C=CC=CC=2)(C2C=CC=CC=2)C2C=CC=CC=2)[P](C2C=CC=CC=2)(C2C=CC=CC=2)C2C=CC=CC=2)(C2C=CC=CC=2)C2C=CC=CC=2)=CC=1. The product is [CH2:1]([N:8]1[CH2:12][CH:11]([CH3:13])[CH:10]([C:14]2[NH:19][C:18](=[O:20])[C:17]3=[CH:21][N:22]=[C:23]([C:29]4[CH:30]=[CH:31][C:26]([F:25])=[CH:27][CH:28]=4)[N:16]3[N:15]=2)[CH2:9]1)[C:2]1[CH:7]=[CH:6][CH:5]=[CH:4][CH:3]=1. The yield is 0.860. (2) The reactants are [CH2:1]([O:3][C:4](=[O:39])[C:5]([CH3:38])([O:7][C:8]1[CH:13]=[CH:12][C:11]([O:14][CH2:15][CH2:16][C:17]2[N:18]=[C:19]([C:23]3[CH:28]=[CH:27][C:26](B4OC(C)(C)C(C)(C)O4)=[CH:25][CH:24]=3)[O:20][C:21]=2[CH3:22])=[CH:10][CH:9]=1)[CH3:6])[CH3:2].Br[C:41]1[N:46]=[CH:45][CH:44]=[CH:43][N:42]=1.C1(P(C2C=CC=CC=2)C2C=CC=CC=2)C=CC=CC=1.C(=O)([O-])[O-].[Na+].[Na+]. The catalyst is C([O-])(=O)C.[Pd+2].C([O-])(=O)C.C(O)(C)C. The product is [CH2:1]([O:3][C:4](=[O:39])[C:5]([CH3:38])([O:7][C:8]1[CH:9]=[CH:10][C:11]([O:14][CH2:15][CH2:16][C:17]2[N:18]=[C:19]([C:23]3[CH:28]=[CH:27][C:26]([C:41]4[N:46]=[CH:45][CH:44]=[CH:43][N:42]=4)=[CH:25][CH:24]=3)[O:20][C:21]=2[CH3:22])=[CH:12][CH:13]=1)[CH3:6])[CH3:2]. The yield is 0.280. (3) The reactants are [Cl:1][C:2]1[C:6]([N+:7]([O-])=O)=[CH:5][N:4]([C:10]2[CH:11]=[N:12][CH:13]=[CH:14][CH:15]=2)[N:3]=1. The catalyst is [Pd].CO. The product is [Cl:1][C:2]1[C:6]([NH2:7])=[CH:5][N:4]([C:10]2[CH:11]=[N:12][CH:13]=[CH:14][CH:15]=2)[N:3]=1. The yield is 0.950. (4) The reactants are Cl.[C:2]([O:6][C:7](=[O:11])[CH2:8][CH2:9][NH2:10])([CH3:5])([CH3:4])[CH3:3].C(N(CC)CC)C.[C:19]([O:23][C:24]([CH3:27])([CH3:26])[CH3:25])(=[O:22])[CH:20]=[CH2:21]. The catalyst is CN(C=O)C. The product is [C:2]([O:6][C:7](=[O:11])[CH2:8][CH2:9][NH:10][CH2:21][CH2:20][C:19]([O:23][C:24]([CH3:27])([CH3:26])[CH3:25])=[O:22])([CH3:5])([CH3:4])[CH3:3]. The yield is 0.430. (5) The reactants are Cl.[Cl:2][C:3]1[CH:8]=[CH:7][C:6]([CH2:9][CH2:10][NH2:11])=[CH:5][C:4]=1[CH2:12][CH3:13].C[O-].[Na+].[C:17]([C:21]1[CH:28]=[CH:27][C:24]([CH:25]=O)=[CH:23][CH:22]=1)([CH3:20])([CH3:19])[CH3:18].[BH4-].[Na+].Cl.C([O-])(O)=O.[Na+]. The catalyst is CO.CCOC(C)=O. The product is [ClH:2].[C:17]([C:21]1[CH:22]=[CH:23][C:24]([CH2:25][NH:11][CH2:10][CH2:9][C:6]2[CH:7]=[CH:8][C:3]([Cl:2])=[C:4]([CH2:12][CH3:13])[CH:5]=2)=[CH:27][CH:28]=1)([CH3:20])([CH3:18])[CH3:19]. The yield is 0.836.